Dataset: Full USPTO retrosynthesis dataset with 1.9M reactions from patents (1976-2016). Task: Predict the reactants needed to synthesize the given product. (1) Given the product [Cl:14][C:15]1[N:16]=[CH:17][N:18]=[C:19]([O:3][C:4]2[CH:13]=[N:12][C:11]3[C:6](=[CH:7][CH:8]=[CH:9][CH:10]=3)[N:5]=2)[CH:20]=1, predict the reactants needed to synthesize it. The reactants are: [H-].[Na+].[OH:3][C:4]1[CH:13]=[N:12][C:11]2[C:6](=[CH:7][CH:8]=[CH:9][CH:10]=2)[N:5]=1.[Cl:14][C:15]1[CH:20]=[C:19](Cl)[N:18]=[CH:17][N:16]=1. (2) Given the product [NH2:1][C:4]1[CH:17]=[CH:16][C:7]([CH2:8][N:9]2[CH:13]=[CH:12][N:11]=[C:10]2[CH2:14][OH:15])=[CH:6][CH:5]=1, predict the reactants needed to synthesize it. The reactants are: [N+:1]([C:4]1[CH:17]=[CH:16][C:7]([CH2:8][N:9]2[CH:13]=[CH:12][N:11]=[C:10]2[CH2:14][OH:15])=[CH:6][CH:5]=1)([O-])=O.